From a dataset of Reaction yield outcomes from USPTO patents with 853,638 reactions. Predict the reaction yield, written as a fraction of the theoretical maximum amount of product (1.0 means a 100% yield; for example, 0.34 means a 34% yield). (1) The reactants are [CH2:1]([C:8]1[CH:20]=[CH:19][C:11]([O:12][CH2:13][C@H:14]2[CH2:18][CH2:17][CH2:16][NH:15]2)=[CH:10][CH:9]=1)[C:2]1[CH:7]=[CH:6][CH:5]=[CH:4][CH:3]=1.C(N(CC)CC)C.Br[CH2:29][CH2:30][CH2:31][C:32]([O:34][CH3:35])=[O:33].O. The catalyst is ClCCl. The product is [CH3:35][O:34][C:32](=[O:33])[CH2:31][CH2:30][CH2:29][N:15]1[CH2:16][CH2:17][CH2:18][C@@H:14]1[CH2:13][O:12][C:11]1[CH:19]=[CH:20][C:8]([CH2:1][C:2]2[CH:3]=[CH:4][CH:5]=[CH:6][CH:7]=2)=[CH:9][CH:10]=1. The yield is 0.240. (2) The reactants are [Br:1][C:2]1[CH:11]=[CH:10][C:9]([O:12][CH3:13])=[C:8]2[C:3]=1[CH2:4][C@H:5]([CH:21]=[O:22])[N:6]([C:14]([O:16][C:17]([CH3:20])([CH3:19])[CH3:18])=[O:15])[CH2:7]2.[F:23][C:24]1[CH:25]=[C:26]([CH2:31][CH2:32][N+:33]([O-:35])=[O:34])[CH:27]=[C:28]([F:30])[CH:29]=1.[F-].C([N+](CCCC)(CCCC)CCCC)CCC. The catalyst is O1CCCC1.C(OCC)(=O)C.O.[Cl-].[Na+]. The product is [Br:1][C:2]1[CH:11]=[CH:10][C:9]([O:12][CH3:13])=[C:8]2[C:3]=1[CH2:4][C@H:5]([C@@H:21]([OH:22])[C@@H:32]([N+:33]([O-:35])=[O:34])[CH2:31][C:26]1[CH:25]=[C:24]([F:23])[CH:29]=[C:28]([F:30])[CH:27]=1)[N:6]([C:14]([O:16][C:17]([CH3:19])([CH3:18])[CH3:20])=[O:15])[CH2:7]2. The yield is 0.370. (3) The reactants are [CH2:1]([N:8]1[C:12]2[CH:13]=[CH:14][CH:15]=[CH:16][C:11]=2[N:10]=[C:9]1[CH2:17]Cl)[C:2]1[CH:7]=[CH:6][CH:5]=[CH:4][CH:3]=1.[CH3:19][Si:20]([CH3:25])([CH3:24])[C:21]#[C:22][CH3:23]. No catalyst specified. The product is [CH2:1]([N:8]1[C:12]2[CH:13]=[CH:14][CH:15]=[CH:16][C:11]=2[N:10]=[C:9]1[CH2:17][CH2:23][C:22]#[C:21][Si:20]([CH3:25])([CH3:24])[CH3:19])[C:2]1[CH:7]=[CH:6][CH:5]=[CH:4][CH:3]=1. The yield is 1.00. (4) The reactants are [CH2:1](Cl)[CH2:2][CH2:3][CH2:4][CH2:5][CH2:6][CH2:7][CH2:8][CH2:9][CH2:10][C:11]#[C:12]/[CH:13]=[CH:14]\[CH2:15][CH3:16].[C:18]([O-:21])(=[O:20])[CH3:19].[Na+].CN(C)C(=O)C. The catalyst is [I-].[Na+].O. The product is [C:18]([O:21][CH2:1][CH2:2][CH2:3][CH2:4][CH2:5][CH2:6][CH2:7][CH2:8][CH2:9][CH2:10][C:11]#[C:12]/[CH:13]=[CH:14]\[CH2:15][CH3:16])(=[O:20])[CH3:19]. The yield is 0.938. (5) The reactants are [C:1]([O:7][CH2:8][CH2:9][CH2:10][C@H:11]1[CH2:15][C:14](=[CH2:16])[C@H:13]([CH2:17][CH2:18][C@@H:19]([OH:33])[CH2:20][C@@H:21]([CH3:32])[C:22](OS(C(F)(F)F)(=O)=O)=[CH2:23])[O:12]1)(=[O:6])[C:2]([CH3:5])([CH3:4])[CH3:3].CN1C=CN=C1.C=C=C.C#C. The catalyst is ClCCCl.CC(OC)(C)C. The product is [C:1]([O:7][CH2:8][CH2:9][CH2:10][C@H:11]1[CH2:15][C:14](=[CH2:16])[C@H:13]([CH2:17][CH2:18][C@@H:19]([OH:33])[CH2:20][C:21]([CH3:32])=[C:22]=[CH2:23])[O:12]1)(=[O:6])[C:2]([CH3:3])([CH3:4])[CH3:5]. The yield is 0.310.